This data is from Full USPTO retrosynthesis dataset with 1.9M reactions from patents (1976-2016). The task is: Predict the reactants needed to synthesize the given product. (1) Given the product [CH2:1]([O:3][C:4]([C:6]1[CH:11]=[CH:10][C:9]([O:12][CH2:13][C:14]2[C:15]([C:27]3[CH:28]=[CH:29][C:30]([F:33])=[CH:31][CH:32]=3)=[N:16][O:17][C:18]=2[CH:19]=[O:35])=[CH:8][N:7]=1)=[O:5])[CH3:2], predict the reactants needed to synthesize it. The reactants are: [CH2:1]([O:3][C:4]([C:6]1[CH:11]=[CH:10][C:9]([O:12][CH2:13][C:14]2[C:15]([C:27]3[CH:32]=[CH:31][C:30]([F:33])=[CH:29][CH:28]=3)=[N:16][O:17][C:18]=2/[CH:19]=C/C2C=CC=CC=2)=[CH:8][N:7]=1)=[O:5])[CH3:2].I([O-])(=O)(=O)=[O:35].[Na+].C(OCC)(=O)C.O. (2) Given the product [CH3:10][C:6]1[CH:5]=[CH:4][C:3]([Si:2]([CH3:11])([CH3:12])[CH3:1])=[CH:8][C:7]=1[O:9][C:20]1[O:24][C:23]([C:25]([O:27][CH3:28])=[O:26])=[CH:22][CH:21]=1, predict the reactants needed to synthesize it. The reactants are: [CH3:1][Si:2]([CH3:12])([CH3:11])[C:3]1[CH:4]=[CH:5][C:6]([CH3:10])=[C:7]([OH:9])[CH:8]=1.CC(C)([O-])C.[K+].Br[C:20]1[O:24][C:23]([C:25]([O:27][CH3:28])=[O:26])=[CH:22][CH:21]=1.Cl. (3) Given the product [CH2:17]([C:18]1[CH2:21][CH:3]([CH3:4])[CH:2]([CH:1]=[O:5])[CH2:20][CH:19]=1)[CH:16]([CH3:22])[CH3:15], predict the reactants needed to synthesize it. The reactants are: [CH:1](=[O:5])/[CH:2]=[CH:3]/[CH3:4].B(F)(F)F.CCOCC.[CH3:15][CH:16]([CH3:22])[CH2:17][C:18](=[CH2:21])[CH:19]=[CH2:20].[OH-].[Na+]. (4) Given the product [Br:8][C:5]1[CH:6]=[CH:7][C:2]([C:13]#[C:12][CH2:11][O:10][CH3:9])=[N:3][CH:4]=1, predict the reactants needed to synthesize it. The reactants are: Br[C:2]1[CH:7]=[CH:6][C:5]([Br:8])=[CH:4][N:3]=1.[CH3:9][O:10][CH2:11][C:12]#[CH:13]. (5) Given the product [CH:47]1([NH:50][C:51]([N:53]2[C:61]3[C:56](=[CH:57][C:58]([O:62][C:63]4[CH:68]=[CH:67][N:66]=[C:65]([NH:69][C:70]([N:72]5[CH2:77][CH2:76][CH2:75][CH2:74]5)=[O:71])[CH:64]=4)=[CH:59][CH:60]=3)[CH:55]=[CH:54]2)=[O:52])[CH2:49][CH2:48]1, predict the reactants needed to synthesize it. The reactants are: N1CCCC1.C1(NC(N2C3C(=CC(OC4C=CN=C(N(C(OC5C=CC=CC=5)=O)C(=O)OC5C=CC=CC=5)C=4)=CC=3)C=C2)=O)CC1.[CH:47]1([NH:50][C:51]([N:53]2[C:61]3[C:56](=[CH:57][C:58]([O:62][C:63]4[CH:68]=[CH:67][N:66]=[C:65]([NH:69][C:70]([N:72]5[CH2:77][CH2:76][CH:75](N6CCCC6)[CH2:74]C5)=[O:71])[CH:64]=4)=[CH:59][CH:60]=3)[CH:55]=[CH:54]2)=[O:52])[CH2:49][CH2:48]1. (6) Given the product [Cl:8][C:7]1[C:6]([N:20]2[CH2:19][CH2:18][CH:17]([C:14]3[CH:15]=[CH:16][C:11]([F:10])=[CH:12][CH:13]=3)[CH2:22][CH2:21]2)=[CH:5][N:4]=[N:3][C:2]=1[NH:29][NH2:30], predict the reactants needed to synthesize it. The reactants are: Cl[C:2]1[N:3]=[N:4][CH:5]=[C:6](Cl)[C:7]=1[Cl:8].[F:10][C:11]1[CH:16]=[CH:15][C:14]([CH:17]2[CH2:22][CH2:21][NH:20][CH2:19][CH2:18]2)=[CH:13][CH:12]=1.C(=O)([O-])[O-].[K+].[K+].[NH2:29][NH2:30]. (7) Given the product [ClH:29].[CH3:28][C:22]1[C:21]([C:18]2[CH:17]=[CH:16][C:15]([O:14][CH:11]3[CH2:12][CH2:13][NH:8][CH2:9][CH2:10]3)=[CH:20][CH:19]=2)=[CH:26][C:25](=[O:27])[NH:24][N:23]=1, predict the reactants needed to synthesize it. The reactants are: C(OC([N:8]1[CH2:13][CH2:12][CH:11]([O:14][C:15]2[CH:20]=[CH:19][C:18]([C:21]3[C:22]([CH3:28])=[N:23][NH:24][C:25](=[O:27])[CH:26]=3)=[CH:17][CH:16]=2)[CH2:10][CH2:9]1)=O)(C)(C)C.[ClH:29]. (8) The reactants are: [OH:1][C:2]1[CH:7]=[C:6]([OH:8])[N:5]=[C:4]([CH3:9])[N:3]=1.[N+:10]([O-])([OH:12])=[O:11]. Given the product [CH3:9][C:4]1[N:5]=[C:6]([OH:8])[C:7]([N+:10]([O-:12])=[O:11])=[C:2]([OH:1])[N:3]=1, predict the reactants needed to synthesize it.